This data is from HIV replication inhibition screening data with 41,000+ compounds from the AIDS Antiviral Screen. The task is: Binary Classification. Given a drug SMILES string, predict its activity (active/inactive) in a high-throughput screening assay against a specified biological target. The drug is Cc1cc2c(cc1C)[n+]([O-])c(C(=O)CC(=NNC(=O)CC#N)C(=O)Nc1ccccc1C(F)(F)F)c(C)[n+]2[O-]. The result is 0 (inactive).